This data is from Reaction yield outcomes from USPTO patents with 853,638 reactions. The task is: Predict the reaction yield, written as a fraction of the theoretical maximum amount of product (1.0 means a 100% yield; for example, 0.34 means a 34% yield). (1) The product is [CH3:15][O:14][C:11]1[CH:12]=[CH:13][C:8]([C:3]2[CH:2]=[N:18][NH:17][C:5](=[O:6])[CH:4]=2)=[CH:9][CH:10]=1. The yield is 0.870. The reactants are O[CH:2]1[O:6][C:5](=O)[CH:4]=[C:3]1[C:8]1[CH:13]=[CH:12][C:11]([O:14][CH3:15])=[CH:10][CH:9]=1.O.[NH2:17][NH2:18]. The catalyst is C(O)C. (2) The reactants are [N+:1]([C:4]1[CH:12]=[C:7]2[CH2:8][O:9][CH2:10][CH2:11][N:6]2[N:5]=1)([O-])=O. The product is [N:5]1[N:6]2[C:7]([CH2:8][O:9][CH2:10][CH2:11]2)=[CH:12][C:4]=1[NH2:1]. The yield is 0.730. The catalyst is [Pd].C(O)C. (3) The reactants are [CH2:1]([N:8]1[C:16]2[C:11](=[C:12]([O:17]CC3C=CC=CC=3)[CH:13]=[CH:14][CH:15]=2)[CH:10]=[C:9]1[CH3:25])[C:2]1[CH:7]=[CH:6][CH:5]=[CH:4][CH:3]=1.C(OCC)(=O)C. The catalyst is [Pd].[Hg].CO. The product is [CH2:1]([N:8]1[C:16]2[CH:15]=[CH:14][CH:13]=[C:12]([OH:17])[C:11]=2[CH:10]=[C:9]1[CH3:25])[C:2]1[CH:3]=[CH:4][CH:5]=[CH:6][CH:7]=1. The yield is 0.490. (4) The reactants are [F:1][C:2]1[CH:7]=[C:6]([O:8][C:9]2[CH:14]=[CH:13][CH:12]=[CH:11][CH:10]=2)[CH:5]=[CH:4][C:3]=1[C:15]1[C:23]2[C:18](=[N:19][CH:20]=[N:21][C:22]=2[NH2:24])[N:17]([C@@H:25]2[CH2:30][CH2:29][CH2:28][NH:27][CH2:26]2)[N:16]=1.[C:31]([CH2:33][C:34](O)=[O:35])#[N:32].N1(C(N2C=CN=C2)=O)C=CN=C1. The catalyst is ClCCl. The product is [NH2:24][C:22]1[N:21]=[CH:20][N:19]=[C:18]2[N:17]([C@@H:25]3[CH2:30][CH2:29][CH2:28][N:27]([C:34](=[O:35])[CH2:33][C:31]#[N:32])[CH2:26]3)[N:16]=[C:15]([C:3]3[CH:4]=[CH:5][C:6]([O:8][C:9]4[CH:14]=[CH:13][CH:12]=[CH:11][CH:10]=4)=[CH:7][C:2]=3[F:1])[C:23]=12. The yield is 0.450. (5) The catalyst is O1CCOCC1.C1C=CC(P(C2C=CC=CC=2)[C-]2C=CC=C2)=CC=1.C1C=CC(P(C2C=CC=CC=2)[C-]2C=CC=C2)=CC=1.Cl[Pd]Cl.[Fe+2]. The yield is 0.180. The product is [CH:20]([N:19]1[C:15]([C:13]2[N:14]=[C:7]3[C:6]4[CH:24]=[C:2]([C:25]5[CH:30]=[CH:29][CH:28]=[CH:27][CH:26]=5)[CH:3]=[CH:4][C:5]=4[O:11][CH2:10][CH2:9][N:8]3[CH:12]=2)=[N:16][C:17]([NH2:23])=[N:18]1)([CH3:22])[CH3:21]. The reactants are Br[C:2]1[CH:3]=[CH:4][C:5]2[O:11][CH2:10][CH2:9][N:8]3[CH:12]=[C:13]([C:15]4[N:19]([CH:20]([CH3:22])[CH3:21])[N:18]=[C:17]([NH2:23])[N:16]=4)[N:14]=[C:7]3[C:6]=2[CH:24]=1.[C:25]1(B(O)O)[CH:30]=[CH:29][CH:28]=[CH:27][CH:26]=1.C([O-])([O-])=O.[Cs+].[Cs+].O.